This data is from Peptide-MHC class I binding affinity with 185,985 pairs from IEDB/IMGT. The task is: Regression. Given a peptide amino acid sequence and an MHC pseudo amino acid sequence, predict their binding affinity value. This is MHC class I binding data. (1) The peptide sequence is WTDLYTSMS. The MHC is HLA-A11:01 with pseudo-sequence HLA-A11:01. The binding affinity (normalized) is 0.0847. (2) The peptide sequence is GSRAYRNAL. The MHC is HLA-B27:05 with pseudo-sequence HLA-B27:05. The binding affinity (normalized) is 0.0847. (3) The peptide sequence is MHDPHSIPL. The MHC is HLA-A26:01 with pseudo-sequence HLA-A26:01. The binding affinity (normalized) is 0.0847. (4) The peptide sequence is GPRWPRRMP. The MHC is HLA-B15:17 with pseudo-sequence HLA-B15:17. The binding affinity (normalized) is 0.0847. (5) The binding affinity (normalized) is 0. The MHC is H-2-Db with pseudo-sequence H-2-Db. The peptide sequence is EIMRMCHEGI.